This data is from Reaction yield outcomes from USPTO patents with 853,638 reactions. The task is: Predict the reaction yield, written as a fraction of the theoretical maximum amount of product (1.0 means a 100% yield; for example, 0.34 means a 34% yield). (1) The reactants are [C:1]([O:5][C:6]([C@@H:8]([CH2:12][CH2:13][OH:14])[C:9]([OH:11])=[O:10])=[O:7])([CH3:4])([CH3:3])[CH3:2].[CH:15]1([NH:21][CH:22]2[CH2:27][CH2:26][CH2:25][CH2:24][CH2:23]2)[CH2:20][CH2:19][CH2:18][CH2:17][CH2:16]1. The catalyst is CCO. The yield is 0.950. The product is [C:1]([O:5][C:6]([C@@H:8]([CH2:12][CH2:13][OH:14])[C:9]([OH:11])=[O:10])=[O:7])([CH3:3])([CH3:4])[CH3:2].[CH:22]1([NH:21][CH:15]2[CH2:16][CH2:17][CH2:18][CH2:19][CH2:20]2)[CH2:23][CH2:24][CH2:25][CH2:26][CH2:27]1. (2) The reactants are [Cl:1][C:2]1[N:3]=[C:4](Cl)[C:5]2[CH2:10][CH2:9][CH:8]([C:11]3[CH:16]=[CH:15][C:14]([F:17])=[C:13]([F:18])[CH:12]=3)[C:6]=2[N:7]=1.[CH3:20][NH:21][CH3:22]. The catalyst is CO. The product is [Cl:1][C:2]1[N:3]=[C:4]([N:21]([CH3:22])[CH3:20])[C:5]2[CH2:10][CH2:9][CH:8]([C:11]3[CH:16]=[CH:15][C:14]([F:17])=[C:13]([F:18])[CH:12]=3)[C:6]=2[N:7]=1. The yield is 0.318. (3) The reactants are [Li+].C[Si]([N-][Si](C)(C)C)(C)C.[Br:11][C:12]1[CH:13]=[CH:14][C:15]2[O:16][CH2:17][CH2:18][NH:19][C:20]=2[N:21]=1.[O:22](C(OC(C)(C)C)=O)[C:23]([O:25][C:26]([CH3:29])([CH3:28])[CH3:27])=O. The catalyst is C1COCC1. The product is [Br:11][C:12]1[CH:13]=[CH:14][C:15]2[O:16][CH2:17][CH2:18][N:19]([C:23]([O:25][C:26]([CH3:29])([CH3:28])[CH3:27])=[O:22])[C:20]=2[N:21]=1. The yield is 0.880. (4) The reactants are Cl.[CH3:2][N:3](C)[OH:4].[CH2:6](N(CC)CC)C.Cl.[Cl:14][C:15]1[CH:20]=[CH:19][N:18]=[C:17]([C:21](Cl)=[O:22])[CH:16]=1. The catalyst is C1COCC1.C(#N)C. The product is [Cl:14][C:15]1[CH:20]=[CH:19][N:18]=[C:17]([C:21]([N:3]([O:4][CH3:6])[CH3:2])=[O:22])[CH:16]=1. The yield is 0.980. (5) The reactants are [C:1]([C:3]1[CH:8]=[CH:7][C:6](B(O)O)=[CH:5][CH:4]=1)#[N:2].[C:12]([O:16][C:17](=[O:26])[NH:18][C:19]1[CH:24]=[CH:23][CH:22]=[C:21](Br)[CH:20]=1)([CH3:15])([CH3:14])[CH3:13].C([O-])([O-])=O.[K+].[K+]. The catalyst is CN(C=O)C.O.C1C=CC([P]([Pd]([P](C2C=CC=CC=2)(C2C=CC=CC=2)C2C=CC=CC=2)([P](C2C=CC=CC=2)(C2C=CC=CC=2)C2C=CC=CC=2)[P](C2C=CC=CC=2)(C2C=CC=CC=2)C2C=CC=CC=2)(C2C=CC=CC=2)C2C=CC=CC=2)=CC=1. The product is [C:12]([O:16][C:17](=[O:26])[NH:18][C:19]1[CH:24]=[C:23]([C:6]2[CH:7]=[CH:8][C:3]([C:1]#[N:2])=[CH:4][CH:5]=2)[CH:22]=[CH:21][CH:20]=1)([CH3:15])([CH3:13])[CH3:14]. The yield is 0.590.